Dataset: Retrosynthesis with 50K atom-mapped reactions and 10 reaction types from USPTO. Task: Predict the reactants needed to synthesize the given product. (1) Given the product CC(C)(C)OC(=O)N1CCOc2c(-c3ccoc3)csc2C1, predict the reactants needed to synthesize it. The reactants are: CC(C)(C)OC(=O)N1CCOc2c(Br)csc2C1.OB(O)c1ccoc1. (2) Given the product O=C(Nc1ccc2[nH]nc(-c3nc4cc(N5CCOCC5)ccc4[nH]3)c2c1)C1CCC(F)(F)CC1, predict the reactants needed to synthesize it. The reactants are: O=C(Nc1ccc2c(c1)c(-c1nc3cc(N4CCOCC4)ccc3[nH]1)nn2C1CCCCO1)C1CCC(F)(F)CC1. (3) Given the product CC(=O)NS(=O)(=O)c1cnn2c(Nc3cccc(Cl)c3Cl)c(C(=O)N3CCC(c4ccc(F)cc4)CC3)cnc12, predict the reactants needed to synthesize it. The reactants are: CC(=O)O.NS(=O)(=O)c1cnn2c(Nc3cccc(Cl)c3Cl)c(C(=O)N3CCC(c4ccc(F)cc4)CC3)cnc12. (4) Given the product CC(C)c1cc2c(cc1OC1CN(C(=O)OC(C)(C)C)C1)N1C(=NNC(=O)C1C)CO2, predict the reactants needed to synthesize it. The reactants are: C=C(C)c1cc2c(cc1OC1CN(C(=O)OC(C)(C)C)C1)N1C(=NNC(=O)C1C)CO2. (5) Given the product Nc1cc(N2CCC[C@@H]2CO)c(Cl)cc1[N+](=O)[O-], predict the reactants needed to synthesize it. The reactants are: Nc1cc(Cl)c(Cl)cc1[N+](=O)[O-].OC[C@H]1CCCN1.